Dataset: Experimentally validated miRNA-target interactions with 360,000+ pairs, plus equal number of negative samples. Task: Binary Classification. Given a miRNA mature sequence and a target amino acid sequence, predict their likelihood of interaction. The miRNA is mmu-miR-344g-3p with sequence CAGGCUCUAGCCAGGGGCUUGA. The protein sequence of the target gene is MAETNNECSIKVLCRFRPLNQAEILRGDKFIPIFQGDDSVIIGGKPYVFDRVFPPNTTQEQVYHACAMQIVKDVLAGYNGTIFAYGQTSSGKTHTMEGKLHDPQLMGIIPRIARDIFNHIYSMDENLEFHIKVSYFEIYLDKIRDLLDVTKTNLSVHEDKNRVPFVKGCTERFVSSPEEILDVIDEGKSNRHVAVTNMNEHSSRSHSIFLINIKQENVETEQKLSGKLYLVDLAGSEKVSKTGAEGAVLDEAKNINKSLSALGNVISALAEGTKSYVPYRDSKMTRILQDSLGGNCRTTM.... Result: 0 (no interaction).